Dataset: Forward reaction prediction with 1.9M reactions from USPTO patents (1976-2016). Task: Predict the product of the given reaction. (1) Given the reactants O.O[N:3]1C2C=CC=CC=2N=N1.Cl.CN(C)CCCN=C=NCC.[N:24]1[CH:29]=[CH:28][CH:27]=[CH:26][C:25]=1/[CH:30]=[CH:31]/[C:32]([OH:34])=O.[CH3:35][C:36]1([C:42]2[CH:43]=[C:44]([NH:48][S:49]([CH3:52])(=[O:51])=[O:50])[CH:45]=[CH:46][CH:47]=2)[CH:41]2[CH:37]1[CH2:38][NH:39][CH2:40]2.C(=O)([O-])O.[Na+], predict the reaction product. The product is: [NH3:3].[CH3:35][C:36]1([C:42]2[CH:43]=[C:44]([NH:48][S:49]([CH3:52])(=[O:51])=[O:50])[CH:45]=[CH:46][CH:47]=2)[CH:41]2[CH:37]1[CH2:38][N:39]([C:32](=[O:34])/[CH:31]=[CH:30]/[C:25]1[CH:26]=[CH:27][CH:28]=[CH:29][N:24]=1)[CH2:40]2. (2) Given the reactants [Cl:1][C:2]1[CH:7]=[CH:6][C:5]([C@H:8]([C:21]([N:23]2[CH2:28][CH2:27][N:26]([C:29]3[C:34]([C:35]4[O:36][C:37]([CH3:40])=[N:38][N:39]=4)=[CH:33][N:32]=[C:31]4[NH:41][CH:42]=[CH:43][C:30]=34)[CH2:25][CH2:24]2)=[O:22])[CH2:9][N:10]([CH:18]([CH3:20])[CH3:19])C(=O)OC(C)(C)C)=[CH:4][CH:3]=1, predict the reaction product. The product is: [Cl:1][C:2]1[CH:3]=[CH:4][C:5]([C@@H:8]([CH2:9][NH:10][CH:18]([CH3:20])[CH3:19])[C:21]([N:23]2[CH2:24][CH2:25][N:26]([C:29]3[C:34]([C:35]4[O:36][C:37]([CH3:40])=[N:38][N:39]=4)=[CH:33][N:32]=[C:31]4[NH:41][CH:42]=[CH:43][C:30]=34)[CH2:27][CH2:28]2)=[O:22])=[CH:6][CH:7]=1. (3) Given the reactants CC1C=CC(S([O:11][CH2:12][CH:13]2[CH2:18][CH2:17][NH:16][CH2:15][CH2:14]2)(=O)=O)=CC=1.O[C:20]1[CH:30]=[CH:29][C:23]([C:24]([O:26][CH2:27][CH3:28])=[O:25])=[CH:22][C:21]=1[O:31][CH3:32].[C:33](=[O:36])([O-])[O-:34].[K+].[K+], predict the reaction product. The product is: [C:13]([O:34][C:33]([N:16]1[CH2:15][CH2:14][CH:13]([CH2:12][O:11][C:20]2[CH:30]=[CH:29][C:23]([C:24]([O:26][CH2:27][CH3:28])=[O:25])=[CH:22][C:21]=2[O:31][CH3:32])[CH2:18][CH2:17]1)=[O:36])([CH3:18])([CH3:14])[CH3:12]. (4) Given the reactants [C:1]([O:5][C:6]([N:8]1[CH2:13][CH2:12][N:11]([C:14](=O)[CH3:15])[CH2:10][CH2:9]1)=[O:7])([CH3:4])([CH3:3])[CH3:2].[CH3:17][CH2:18][Mg+].[Br-].[C@H](O)(C([O-])=O)[C@@H](O)C([O-])=O.[Na+].[K+], predict the reaction product. The product is: [C:1]([O:5][C:6]([N:8]1[CH2:13][CH2:12][N:11]([C:14]2([CH3:15])[CH2:18][CH2:17]2)[CH2:10][CH2:9]1)=[O:7])([CH3:4])([CH3:3])[CH3:2]. (5) Given the reactants [CH3:1][S:2]([C:5]1[CH:6]=[C:7]2[C:12](=[CH:13][CH:14]=1)[N:11]=[C:10]([C:15]1[CH:20]=[CH:19][CH:18]=[C:17]([C:21]([F:24])([F:23])[F:22])[CH:16]=1)[C:9]([CH2:25][N:26]1[CH2:31][CH2:30][C:29](=O)[CH2:28][CH2:27]1)=[C:8]2[C:33]([NH:35][C@H:36]([C:41]1[CH:46]=[CH:45][CH:44]=[CH:43][CH:42]=1)[C:37]([F:40])([F:39])[F:38])=[O:34])(=[O:4])=[O:3].C(O)(=O)C.[CH3:51][C@H:52]1[CH2:56][CH2:55][CH2:54][NH:53]1.C(O[BH-](OC(=O)C)OC(=O)C)(=O)C.[Na+], predict the reaction product. The product is: [CH3:51][C@@H:52]1[CH2:56][CH2:55][CH2:54][N:53]1[CH:29]1[CH2:28][CH2:27][N:26]([CH2:25][C:9]2[C:10]([C:15]3[CH:20]=[CH:19][CH:18]=[C:17]([C:21]([F:23])([F:24])[F:22])[CH:16]=3)=[N:11][C:12]3[C:7]([C:8]=2[C:33]([NH:35][C@H:36]([C:41]2[CH:46]=[CH:45][CH:44]=[CH:43][CH:42]=2)[C:37]([F:40])([F:39])[F:38])=[O:34])=[CH:6][C:5]([S:2]([CH3:1])(=[O:4])=[O:3])=[CH:14][CH:13]=3)[CH2:31][CH2:30]1.